This data is from Peptide-MHC class I binding affinity with 185,985 pairs from IEDB/IMGT. The task is: Regression. Given a peptide amino acid sequence and an MHC pseudo amino acid sequence, predict their binding affinity value. This is MHC class I binding data. The peptide sequence is YVIKVSKRV. The MHC is HLA-A26:01 with pseudo-sequence HLA-A26:01. The binding affinity (normalized) is 0.302.